This data is from Catalyst prediction with 721,799 reactions and 888 catalyst types from USPTO. The task is: Predict which catalyst facilitates the given reaction. (1) Product: [CH2:39]([NH:38][C:36]1[CH:35]=[CH:34][C:33]([F:43])=[C:32]([C@:29]2([CH3:31])[CH2:28][O:27][CH2:26][C:25]([NH2:24])=[N:30]2)[CH:37]=1)[CH2:40][CH2:41][CH3:42]. The catalyst class is: 4. Reactant: COC1C=CC(C([NH:24][C:25]2[CH2:26][O:27][CH2:28][C@:29]([C:32]3[CH:37]=[C:36]([NH:38][CH2:39][CH2:40][CH2:41][CH3:42])[CH:35]=[CH:34][C:33]=3[F:43])([CH3:31])[N:30]=2)(C2C=CC(OC)=CC=2)C2C=CC=CC=2)=CC=1.FC(F)(F)C(O)=O. (2) Reactant: N1CCCCC1.[CH3:7][O:8][C:9]1[CH:16]=[CH:15][C:12]([CH:13]=O)=[CH:11][C:10]=1[O:17][C:18]#[C:19][CH2:20][CH2:21][CH3:22].C([CH2:26][C:27]([NH:29][C:30]1[CH:38]=[CH:37][CH:36]=[CH:35][C:31]=1[C:32]([OH:34])=[O:33])=[O:28])(O)=O.Cl. Product: [CH3:7][O:8][C:9]1[CH:16]=[CH:15][C:12](/[CH:13]=[CH:26]/[C:27]([NH:29][C:30]2[CH:38]=[CH:37][CH:36]=[CH:35][C:31]=2[C:32]([OH:34])=[O:33])=[O:28])=[CH:11][C:10]=1[O:17][CH2:18][CH2:19][CH2:20][C:21]#[CH:22]. The catalyst class is: 11. (3) Reactant: [H-].[Al+3].[Li+].[H-].[H-].[H-].[Cl:7][C:8]1[CH:9]=[C:10]([CH:43]=[CH:44][C:45]=1[F:46])[C:11]([NH:13][C:14]1[N:19]=[CH:18][C:17]([NH:20][C:21]2[C:30]3[C:25](=[CH:26][C:27]([O:33][CH2:34][CH:35]4[CH2:37][CH:36]4[C:38](OCC)=[O:39])=[C:28]([O:31][CH3:32])[CH:29]=3)[N:24]=[CH:23][N:22]=2)=[CH:16][N:15]=1)=[O:12].Cl.O. Product: [Cl:7][C:8]1[CH:9]=[C:10]([CH:43]=[CH:44][C:45]=1[F:46])[C:11]([NH:13][C:14]1[N:15]=[CH:16][C:17]([NH:20][C:21]2[C:30]3[C:25](=[CH:26][C:27]([O:33][CH2:34][CH:35]4[CH2:37][CH:36]4[CH2:38][OH:39])=[C:28]([O:31][CH3:32])[CH:29]=3)[N:24]=[CH:23][N:22]=2)=[CH:18][N:19]=1)=[O:12]. The catalyst class is: 305. (4) Reactant: [C:1]([O:9][CH2:10][CH2:11][CH2:12][N:13]1[C:21]2[C:16](=[CH:17][C:18]([CH2:24][C@H:25]([NH2:27])[CH3:26])=[CH:19][C:20]=2[C:22]#[N:23])[CH2:15][CH2:14]1)(=[O:8])[C:2]1[CH:7]=[CH:6][CH:5]=[CH:4][CH:3]=1.CS(O[CH2:33][CH2:34][O:35][C:36]1[CH:41]=[CH:40][CH:39]=[CH:38][C:37]=1[O:42][CH2:43][CH3:44])(=O)=O.C(=O)([O-])[O-].[Na+].[Na+]. Product: [C:1]([O:9][CH2:10][CH2:11][CH2:12][N:13]1[C:21]2[C:16](=[CH:17][C:18]([CH2:24][C@H:25]([NH:27][CH2:44][CH2:43][O:42][C:37]3[CH:38]=[CH:39][CH:40]=[CH:41][C:36]=3[O:35][CH2:34][CH3:33])[CH3:26])=[CH:19][C:20]=2[C:22]#[N:23])[CH2:15][CH2:14]1)(=[O:8])[C:2]1[CH:3]=[CH:4][CH:5]=[CH:6][CH:7]=1. The catalyst class is: 107.